Dataset: Forward reaction prediction with 1.9M reactions from USPTO patents (1976-2016). Task: Predict the product of the given reaction. (1) Given the reactants [OH:1][C:2]1[CH:9]=[CH:8][C:5]([CH:6]=[O:7])=[CH:4][C:3]=1[CH3:10].Cl[C:12]1[CH:19]=[CH:18][C:15]([C:16]#[N:17])=[CH:14][N:13]=1.C(=O)([O-])[O-].[K+].[K+].O, predict the reaction product. The product is: [CH:6]([C:5]1[CH:8]=[CH:9][C:2]([O:1][C:12]2[CH:19]=[CH:18][C:15]([C:16]#[N:17])=[CH:14][N:13]=2)=[C:3]([CH3:10])[CH:4]=1)=[O:7]. (2) Given the reactants Br[C:2]1[CH:3]=[C:4]([C:11]([F:14])([F:13])[F:12])[C:5]([C:8](=[O:10])[CH3:9])=[N:6][CH:7]=1.[CH3:15][N:16](C=O)C.O, predict the reaction product. The product is: [C:8]([C:5]1[C:4]([C:11]([F:14])([F:13])[F:12])=[CH:3][C:2]([C:15]#[N:16])=[CH:7][N:6]=1)(=[O:10])[CH3:9]. (3) Given the reactants [Br-].[CH2:2]([C:4]1([O:9][C:10](=[O:34])[CH2:11][O:12][C:13]2[C:18]([CH3:19])=[CH:17][C:16]([S+:20]3[C:24]4[CH:25]=[CH:26][CH:27]=[CH:28][C:23]=4[C:22]4[CH:29]=[CH:30][CH:31]=[CH:32][C:21]3=4)=[CH:15][C:14]=2[CH3:33])[CH2:8][CH2:7][CH2:6][CH2:5]1)[CH3:3].[F:35][C:36]([F:48])([S:44]([O-:47])(=[O:46])=[O:45])[CH2:37][O:38][C:39](=[O:43])[C:40]([CH3:42])=[CH2:41].C([NH+](CC)CC)C.O, predict the reaction product. The product is: [F:48][C:36]([F:35])([S:44]([O-:47])(=[O:46])=[O:45])[CH2:37][O:38][C:39](=[O:43])[C:40]([CH3:42])=[CH2:41].[CH2:2]([C:4]1([O:9][C:10](=[O:34])[CH2:11][O:12][C:13]2[C:14]([CH3:33])=[CH:15][C:16]([S+:20]3[C:21]4[CH:32]=[CH:31][CH:30]=[CH:29][C:22]=4[C:23]4[CH:28]=[CH:27][CH:26]=[CH:25][C:24]3=4)=[CH:17][C:18]=2[CH3:19])[CH2:8][CH2:7][CH2:6][CH2:5]1)[CH3:3]. (4) Given the reactants [NH:1]=[C:2]([C:4]1[CH:9]=[CH:8][CH:7]=[CH:6][C:5]=1[OH:10])[CH3:3].C(=O)([O-])[O-].[K+].[K+].ClN1C(=O)CCC1=O, predict the reaction product. The product is: [CH3:3][C:2]1[C:4]2[CH:9]=[CH:8][CH:7]=[CH:6][C:5]=2[O:10][N:1]=1.